Dataset: NCI-60 drug combinations with 297,098 pairs across 59 cell lines. Task: Regression. Given two drug SMILES strings and cell line genomic features, predict the synergy score measuring deviation from expected non-interaction effect. Synergy scores: CSS=30.0, Synergy_ZIP=-2.40, Synergy_Bliss=-3.52, Synergy_Loewe=-4.36, Synergy_HSA=-0.912. Drug 2: CC1C(C(CC(O1)OC2CC(CC3=C2C(=C4C(=C3O)C(=O)C5=CC=CC=C5C4=O)O)(C(=O)C)O)N)O. Cell line: MCF7. Drug 1: C1CCC(CC1)NC(=O)N(CCCl)N=O.